From a dataset of Full USPTO retrosynthesis dataset with 1.9M reactions from patents (1976-2016). Predict the reactants needed to synthesize the given product. The reactants are: [CH3:1][C:2]1[N:7]=[C:6](OS(C(F)(F)F)(=O)=O)[CH:5]=[C:4]([C:16]2[CH:21]=[CH:20][C:19]([C:22]([F:25])([F:24])[F:23])=[C:18]([CH3:26])[CH:17]=2)[CH:3]=1.[C:27]([NH:31][S:32]([C:35]1[CH:40]=[CH:39][CH:38]=[C:37]([C:41]2[CH:46]=[CH:45][CH:44]=[C:43]([Sn](CCCC)(CCCC)CCCC)[N:42]=2)[CH:36]=1)(=[O:34])=[O:33])([CH3:30])([CH3:29])[CH3:28]. Given the product [C:27]([NH:31][S:32]([C:35]1[CH:40]=[CH:39][CH:38]=[C:37]([C:41]2[N:42]=[C:43]([C:6]3[CH:5]=[C:4]([C:16]4[CH:21]=[CH:20][C:19]([C:22]([F:24])([F:23])[F:25])=[C:18]([CH3:26])[CH:17]=4)[CH:3]=[C:2]([CH3:1])[N:7]=3)[CH:44]=[CH:45][CH:46]=2)[CH:36]=1)(=[O:33])=[O:34])([CH3:30])([CH3:28])[CH3:29], predict the reactants needed to synthesize it.